This data is from Forward reaction prediction with 1.9M reactions from USPTO patents (1976-2016). The task is: Predict the product of the given reaction. (1) The product is: [CH:7]([OH:8])=[O:6].[CH:44]1([N:47]([CH2:48][C:49]2[CH:54]=[CH:53][CH:52]=[C:51]([Cl:55])[C:50]=2[Cl:56])[C:36]([C:15]2[CH:14]3[NH:9][CH:10]([CH2:17][C:16]=2[C:18]2[CH:23]=[CH:22][C:21]([O:24][CH2:25][CH2:26][O:27][C:28]4[CH:33]=[C:32]([F:34])[CH:31]=[CH:30][C:29]=4[Cl:35])=[CH:20][CH:19]=2)[CH2:11][N:12]([C:39](=[O:41])[CH3:40])[CH2:13]3)=[O:37])[CH2:45][CH2:46]1. Given the reactants ClC(Cl)(Cl)C([O:6][C:7]([N:9]1[CH:14]2[C:15]([C:36](O)=[O:37])=[C:16]([C:18]3[CH:23]=[CH:22][C:21]([O:24][CH2:25][CH2:26][O:27][C:28]4[CH:33]=[C:32]([F:34])[CH:31]=[CH:30][C:29]=4[Cl:35])=[CH:20][CH:19]=3)[CH2:17][CH:10]1[CH2:11][N:12]([C:39](=[O:41])[CH3:40])[CH2:13]2)=[O:8])(C)C.[CH:44]1([NH:47][CH2:48][C:49]2[CH:54]=[CH:53][CH:52]=[C:51]([Cl:55])[C:50]=2[Cl:56])[CH2:46][CH2:45]1, predict the reaction product. (2) The product is: [ClH:19].[CH3:1][O:2][C:3](=[O:18])[C:4]([CH3:16])([CH3:17])[CH:5]([NH2:6])[CH:13]1[CH2:15][CH2:14]1. Given the reactants [CH3:1][O:2][C:3](=[O:18])[C:4]([CH3:17])([CH3:16])[CH:5]([CH:13]1[CH2:15][CH2:14]1)[NH:6]S(C(C)(C)C)=O.[ClH:19].O1CCOCC1, predict the reaction product. (3) Given the reactants [N+:1]([C:4]1[CH:13]=[CH:12][CH:11]=[C:10]2[C:5]=1[CH:6]=[CH:7]O[C:9]2=[O:14])([O-:3])=[O:2].[CH2:15]([NH2:22])[C:16]1[CH:21]=[CH:20][CH:19]=[CH:18][CH:17]=1, predict the reaction product. The product is: [CH2:15]([N:22]1[CH:7]=[CH:6][C:5]2[C:10](=[CH:11][CH:12]=[CH:13][C:4]=2[N+:1]([O-:3])=[O:2])[C:9]1=[O:14])[C:16]1[CH:21]=[CH:20][CH:19]=[CH:18][CH:17]=1. (4) Given the reactants [NH2:1][C:2]1[CH:11]=[CH:10][C:9]([O:12][C:13]2[CH:18]=[CH:17][C:16]([N+:19]([O-:21])=[O:20])=[CH:15][N:14]=2)=[CH:8][C:3]=1[C:4]([O:6][CH3:7])=[O:5].Br[C:23]1[CH:28]=[CH:27][C:26]([F:29])=[C:25]([F:30])[CH:24]=1.CC1(C)C2C(=C(P(C3C=CC=CC=3)C3C=CC=CC=3)C=CC=2)OC2C(P(C3C=CC=CC=3)C3C=CC=CC=3)=CC=CC1=2.C([O-])([O-])=O.[Cs+].[Cs+], predict the reaction product. The product is: [F:29][C:26]1[CH:27]=[C:28]([NH:1][C:2]2[CH:11]=[CH:10][C:9]([O:12][C:13]3[CH:18]=[CH:17][C:16]([N+:19]([O-:21])=[O:20])=[CH:15][N:14]=3)=[CH:8][C:3]=2[C:4]([O:6][CH3:7])=[O:5])[CH:23]=[CH:24][C:25]=1[F:30]. (5) Given the reactants [F:1][C:2]([F:12])([F:11])[C:3]1[CH:8]=[CH:7][C:6]([NH:9][NH2:10])=[CH:5][CH:4]=1.[OH:13][C:14]1[CH:15]=[C:16]([CH:19]=[CH:20][C:21]=1[OH:22])[CH:17]=O, predict the reaction product. The product is: [F:1][C:2]([F:11])([F:12])[C:3]1[CH:4]=[CH:5][C:6]([NH:9][N:10]=[CH:17][C:16]2[CH:15]=[C:14]([OH:13])[C:21]([OH:22])=[CH:20][CH:19]=2)=[CH:7][CH:8]=1.